Dataset: Full USPTO retrosynthesis dataset with 1.9M reactions from patents (1976-2016). Task: Predict the reactants needed to synthesize the given product. Given the product [CH3:8][C:9]1[CH:14]=[C:13]([CH3:15])[CH:12]=[CH:11][C:10]=1[C:16]1[C:17]2[N:18]([C:23]([NH2:28])=[C:24]([CH2:26][CH3:27])[N:25]=2)[N:19]=[C:20]([CH3:22])[CH:21]=1, predict the reactants needed to synthesize it. The reactants are: Cl.C(OCC)(=O)C.[CH3:8][C:9]1[CH:14]=[C:13]([CH3:15])[CH:12]=[CH:11][C:10]=1[C:16]1[C:17]2[N:18]([C:23]([NH:28]C(=O)OC(C)(C)C)=[C:24]([CH2:26][CH3:27])[N:25]=2)[N:19]=[C:20]([CH3:22])[CH:21]=1.[OH-].[Na+].